Dataset: Full USPTO retrosynthesis dataset with 1.9M reactions from patents (1976-2016). Task: Predict the reactants needed to synthesize the given product. (1) Given the product [OH:21][CH2:2][CH2:1][C@:4]1([CH2:18][O:19][CH3:20])[CH2:8][N:7]([C@@H:9]([C:11]2[CH:16]=[CH:15][CH:14]=[CH:13][CH:12]=2)[CH3:10])[C:6](=[O:17])[CH2:5]1, predict the reactants needed to synthesize it. The reactants are: [CH2:1]([C@:4]1([CH2:18][O:19][CH3:20])[CH2:8][N:7]([C@@H:9]([C:11]2[CH:16]=[CH:15][CH:14]=[CH:13][CH:12]=2)[CH3:10])[C:6](=[O:17])[CH2:5]1)[CH:2]=C.[O:21]=[O+][O-].[BH4-].[Na+].[Cl-].[NH4+]. (2) The reactants are: [Cl:1][C:2]1[C:9]([Cl:10])=[CH:8][CH:7]=[CH:6][C:3]=1[CH:4]=O.N1C=CC=CC=1.Cl.[NH2:18][OH:19]. Given the product [Cl:1][C:2]1[C:9]([Cl:10])=[CH:8][CH:7]=[CH:6][C:3]=1[CH:4]=[N:18][OH:19], predict the reactants needed to synthesize it. (3) Given the product [F:1][C:2]1[CH:3]=[CH:4][C:5]2[N:14]=[C:13]([S:15][CH3:18])[C:12]3[CH:11]=[C:10]([CH3:16])[S:9][C:8]=3[NH:7][C:6]=2[CH:17]=1, predict the reactants needed to synthesize it. The reactants are: [F:1][C:2]1[CH:3]=[CH:4][C:5]2[NH:14][C:13](=[S:15])[C:12]3[CH:11]=[C:10]([CH3:16])[S:9][C:8]=3[NH:7][C:6]=2[CH:17]=1.[CH3:18]N(C=O)C.C(=O)([O-])[O-].[K+].[K+].IC. (4) The reactants are: [C:1]([C:5]1[CH:11]=[CH:10][C:8]([NH2:9])=[CH:7][CH:6]=1)([CH3:4])([CH3:3])[CH3:2].[F:12][B-:13]([F:16])([F:15])[F:14].[N:17]#[O+].[K+].[Br-]. Given the product [F:12][B-:13]([F:16])([F:15])[F:14].[C:1]([C:5]1[CH:6]=[CH:7][C:8]([N+:9]#[N:17])=[CH:10][CH:11]=1)([CH3:4])([CH3:2])[CH3:3], predict the reactants needed to synthesize it. (5) Given the product [C:16]1([CH2:22][O:23][CH2:24][CH:25]([O:3][CH2:4][CH2:5][CH2:6][CH2:7][CH2:8][OH:9])[CH3:26])[CH:21]=[CH:20][CH:19]=[CH:18][CH:17]=1, predict the reactants needed to synthesize it. The reactants are: [OH-].[K+].[OH:3][CH2:4][CH2:5][CH2:6][CH2:7][CH2:8][OH:9].O1CCOCC1.[C:16]1([CH2:22][O:23][CH2:24][CH:25](OS(C2C=CC(C)=CC=2)(=O)=O)[CH3:26])[CH:21]=[CH:20][CH:19]=[CH:18][CH:17]=1.